The task is: Predict the product of the given reaction.. This data is from Forward reaction prediction with 1.9M reactions from USPTO patents (1976-2016). (1) Given the reactants O[CH2:2][C@H:3]1[CH2:7][CH2:6][CH2:5][N:4]1[C:8]([C:10]1[CH:15]=[CH:14][C:13]([C:16]2[CH:21]=[CH:20][C:19]([C:22]([F:25])([F:24])[F:23])=[CH:18][CH:17]=2)=[CH:12][CH:11]=1)=[O:9].[NH:26]1[CH2:30][CH2:29][CH2:28][CH2:27]1, predict the reaction product. The product is: [N:26]1([CH2:2][C@H:3]2[CH2:7][CH2:6][CH2:5][N:4]2[C:8]([C:10]2[CH:15]=[CH:14][C:13]([C:16]3[CH:21]=[CH:20][C:19]([C:22]([F:25])([F:24])[F:23])=[CH:18][CH:17]=3)=[CH:12][CH:11]=2)=[O:9])[CH2:30][CH2:29][CH2:28][CH2:27]1. (2) The product is: [Cl:1][C:2]1[N:7]=[C:6]([NH:8][C:9](=[O:11])[CH3:10])[CH:5]=[CH:4][C:3]=1[C:22]1[CH:23]=[CH:24][C:25]2[N:26]([C:28]([C:31]#[N:32])=[CH:29][N:30]=2)[CH:27]=1. Given the reactants [Cl:1][C:2]1[N:7]=[C:6]([NH:8][C:9](=[O:11])[CH3:10])[CH:5]=[CH:4][C:3]=1B1OC(C)(C)C(C)(C)O1.Br[C:22]1[CH:23]=[CH:24][C:25]2[N:26]([C:28]([C:31]#[N:32])=[CH:29][N:30]=2)[CH:27]=1, predict the reaction product. (3) Given the reactants [Br:1][C:2]1[CH:6]=[C:5]([C:7](=O)[CH2:8][CH3:9])[O:4][N:3]=1.[CH3:11][C:12]([S@:15]([NH2:17])=[O:16])([CH3:14])[CH3:13], predict the reaction product. The product is: [Br:1][C:2]1[CH:6]=[C:5](/[C:7](=[N:17]/[S:15]([C:12]([CH3:14])([CH3:13])[CH3:11])=[O:16])/[CH2:8][CH3:9])[O:4][N:3]=1. (4) Given the reactants C([O:5][C:6](=[O:36])[CH2:7][O:8][C:9]1[C:14]2[CH2:15][CH2:16][CH2:17][CH2:18][CH:19]([N:20]([S:22]([C:25]3[CH:30]=[C:29]([C:31]([F:34])([F:33])[F:32])[CH:28]=[C:27]([F:35])[CH:26]=3)(=[O:24])=[O:23])[CH3:21])[C:13]=2[CH:12]=[CH:11][CH:10]=1)(C)(C)C.[OH-].[Na+], predict the reaction product. The product is: [F:35][C:27]1[CH:26]=[C:25]([S:22]([N:20]([CH3:21])[CH:19]2[C:13]3[CH:12]=[CH:11][CH:10]=[C:9]([O:8][CH2:7][C:6]([OH:36])=[O:5])[C:14]=3[CH2:15][CH2:16][CH2:17][CH2:18]2)(=[O:24])=[O:23])[CH:30]=[C:29]([C:31]([F:33])([F:34])[F:32])[CH:28]=1. (5) Given the reactants C[O:2][C:3]1[CH:20]=[CH:19][C:18]2[C:5](=[CH:6][CH:7]=[C:8]3[C:17]=2[CH:16]([C:21]2[CH:26]=[CH:25][C:24]([O:27][CH2:28][CH2:29][N:30]4[CH2:35][CH2:34][CH2:33][CH2:32][CH2:31]4)=[CH:23][CH:22]=2)[O:15][C:14]2[C:9]3=[CH:10][CH:11]=[C:12]([C:36]([NH2:38])=[O:37])[CH:13]=2)[CH:4]=1.[Na].C(O)(=O)C, predict the reaction product. The product is: [OH:2][C:3]1[CH:20]=[CH:19][C:18]2[C:5](=[CH:6][CH:7]=[C:8]3[C:17]=2[CH:16]([C:21]2[CH:22]=[CH:23][C:24]([O:27][CH2:28][CH2:29][N:30]4[CH2:35][CH2:34][CH2:33][CH2:32][CH2:31]4)=[CH:25][CH:26]=2)[O:15][C:14]2[C:9]3=[CH:10][CH:11]=[C:12]([C:36]([NH2:38])=[O:37])[CH:13]=2)[CH:4]=1. (6) Given the reactants Cl[C:2]1[N:7]=[C:6]([CH3:8])[C:5]([S:9]([N:12]([CH2:15][CH3:16])[CH2:13][CH3:14])(=[O:11])=[O:10])=[CH:4][CH:3]=1.[NH2:17][NH2:18], predict the reaction product. The product is: [CH2:13]([N:12]([CH2:15][CH3:16])[S:9]([C:5]1[C:6]([CH3:8])=[N:7][C:2]([NH:17][NH2:18])=[CH:3][CH:4]=1)(=[O:11])=[O:10])[CH3:14]. (7) Given the reactants Cl[C:2]1[CH:7]=[N:6][CH:5]=[C:4]([Cl:8])[N:3]=1.[CH3:9][O:10][C:11]1[CH:18]=[CH:17][C:14]([CH2:15][NH2:16])=[CH:13][CH:12]=1.C([O-])([O-])=O.[K+].[K+], predict the reaction product. The product is: [Cl:8][C:4]1[N:3]=[C:2]([NH:16][CH2:15][C:14]2[CH:17]=[CH:18][C:11]([O:10][CH3:9])=[CH:12][CH:13]=2)[CH:7]=[N:6][CH:5]=1. (8) Given the reactants [CH3:1][N:2]1[CH:6]=[CH:5][N:4]=[C:3]1[CH2:7][NH:8][CH2:9][C:10]1[C:19]2[C:14](=[CH:15][CH:16]=[CH:17][CH:18]=2)[C:13]([C:20]([O:22][CH3:23])=[O:21])=[CH:12][CH:11]=1.[C:24]([O:28][C:29](O[C:29]([O:28][C:24]([CH3:27])([CH3:26])[CH3:25])=[O:30])=[O:30])([CH3:27])([CH3:26])[CH3:25].C(N(CC)CC)C.O, predict the reaction product. The product is: [C:29]([N:8]([CH2:9][C:10]1[C:19]2[C:14](=[CH:15][CH:16]=[CH:17][CH:18]=2)[C:13]([C:20]([O:22][CH3:23])=[O:21])=[CH:12][CH:11]=1)[CH2:7][C:3]1[N:2]([CH3:1])[CH:6]=[CH:5][N:4]=1)([O:28][C:24]([CH3:27])([CH3:26])[CH3:25])=[O:30].